This data is from Reaction yield outcomes from USPTO patents with 853,638 reactions. The task is: Predict the reaction yield, written as a fraction of the theoretical maximum amount of product (1.0 means a 100% yield; for example, 0.34 means a 34% yield). (1) The product is [CH:13]([O:12][C:3]1[CH:4]=[C:5]([CH:10]=[CH:11][C:2]=1[C:19]#[C:18][CH:17]([CH3:20])[CH3:16])[C:6]([O:8][CH3:9])=[O:7])([CH3:15])[CH3:14]. The reactants are Br[C:2]1[CH:11]=[CH:10][C:5]([C:6]([O:8][CH3:9])=[O:7])=[CH:4][C:3]=1[O:12][CH:13]([CH3:15])[CH3:14].[CH3:16][CH:17]([CH3:20])[C:18]#[CH:19]. The yield is 0.210. No catalyst specified. (2) The reactants are [H-].[Na+].[CH3:3][C:4]1[N:8]2[C:9]3[CH:15]=[C:14]([CH3:16])[NH:13][C:10]=3[CH:11]=[CH:12][C:7]2=[N:6][N:5]=1.Br[CH2:18][CH2:19][C:20]1[CH:25]=[CH:24][CH:23]=[CH:22][CH:21]=1. The catalyst is CN(C=O)C.O.CO. The product is [CH3:3][C:4]1[N:8]2[C:9]3[CH:15]=[C:14]([CH3:16])[N:13]([CH2:18][CH2:19][C:20]4[CH:25]=[CH:24][CH:23]=[CH:22][CH:21]=4)[C:10]=3[CH:11]=[CH:12][C:7]2=[N:6][N:5]=1. The yield is 0.200. (3) The reactants are [H-].[Al+3].[Li+].[H-].[H-].[H-].CON(C)[C:10](=[O:24])[C:11]1[C:16]([CH3:17])=[CH:15][C:14]([O:18][CH3:19])=[CH:13][C:12]=1[O:20][CH2:21][O:22][CH3:23].[F-].[Na+].O. The catalyst is O1CCCC1. The product is [CH3:19][O:18][C:14]1[CH:15]=[C:16]([CH3:17])[C:11]([CH:10]=[O:24])=[C:12]([O:20][CH2:21][O:22][CH3:23])[CH:13]=1. The yield is 0.710. (4) The reactants are Br[C:2]1[C:3]([NH2:8])=[N:4][CH:5]=[CH:6][CH:7]=1.[CH3:9][O:10][C:11]1[C:16]([O:17][CH3:18])=[CH:15][CH:14]=[CH:13][C:12]=1B(O)O.O.C(=O)([O-])[O-].[Na+].[Na+]. The catalyst is C1COCC1.C1C=CC([P]([Pd]([P](C2C=CC=CC=2)(C2C=CC=CC=2)C2C=CC=CC=2)([P](C2C=CC=CC=2)(C2C=CC=CC=2)C2C=CC=CC=2)[P](C2C=CC=CC=2)(C2C=CC=CC=2)C2C=CC=CC=2)(C2C=CC=CC=2)C2C=CC=CC=2)=CC=1. The product is [CH3:9][O:10][C:11]1[C:16]([O:17][CH3:18])=[CH:15][CH:14]=[CH:13][C:12]=1[C:2]1[C:3]([NH2:8])=[N:4][CH:5]=[CH:6][CH:7]=1. The yield is 0.910. (5) The reactants are Br[C:2]1[CH:3]=[CH:4][C:5](O)=[C:6]([C:8]2[CH:17]=[CH:16][C:15]3[C:10](=[CH:11][CH:12]=[C:13]([C:18]4[N:22]([CH:23]5[CH2:28][CH2:27][CH2:26][CH2:25][CH2:24]5)[C:21]5[CH:29]=[CH:30][C:31]([C:33]([OH:35])=[O:34])=[CH:32][C:20]=5[N:19]=4)[CH:14]=3)[N:9]=2)[CH:7]=1.C(C1C=CC([NH:46][C:47](=[O:49])[CH3:48])=CC=1)(=O)C.[OH-].[K+]. The catalyst is C(O)C. The product is [C:47]([NH:46][C:3]1[CH:4]=[CH:5][C:6]([C:8]2[CH:17]=[CH:16][C:15]3[C:10](=[CH:11][CH:12]=[C:13]([C:18]4[N:22]([CH:23]5[CH2:28][CH2:27][CH2:26][CH2:25][CH2:24]5)[C:21]5[CH:29]=[CH:30][C:31]([C:33]([OH:35])=[O:34])=[CH:32][C:20]=5[N:19]=4)[CH:14]=3)[N:9]=2)=[CH:7][CH:2]=1)(=[O:49])[CH3:48]. The yield is 0.150.